From a dataset of Full USPTO retrosynthesis dataset with 1.9M reactions from patents (1976-2016). Predict the reactants needed to synthesize the given product. (1) Given the product [F:24][C:22]1[CH:23]=[C:18]([N:13]2[CH2:14][CH2:15][N:11]([C:2]3[CH:3]=[CH:4][C:5]4[C:10](=[CH:9][CH:8]=[CH:7][CH:6]=4)[CH:1]=3)[C:12]2=[O:16])[CH:19]=[N:20][CH:21]=1, predict the reactants needed to synthesize it. The reactants are: [CH:1]1[C:10]2[C:5](=[CH:6][CH:7]=[CH:8][CH:9]=2)[CH:4]=[CH:3][C:2]=1[N:11]1[CH2:15][CH2:14][NH:13][C:12]1=[O:16].Br[C:18]1[CH:19]=[N:20][CH:21]=[C:22]([F:24])[CH:23]=1.N[C@@H]1CCCC[C@H]1N.C(=O)([O-])[O-].[K+].[K+]. (2) The reactants are: [H-].[Na+].[C:3]1([SH:9])[CH:8]=[CH:7][CH:6]=[CH:5][CH:4]=1.Br[C:11]1[N:16]2[N:17]=[C:18]([NH:20][C:21]([CH:23]3[CH2:25][CH2:24]3)=[O:22])[N:19]=[C:15]2[CH:14]=[CH:13][CH:12]=1. Given the product [C:3]1([S:9][C:11]2[N:16]3[N:17]=[C:18]([NH:20][C:21]([CH:23]4[CH2:24][CH2:25]4)=[O:22])[N:19]=[C:15]3[CH:14]=[CH:13][CH:12]=2)[CH:8]=[CH:7][CH:6]=[CH:5][CH:4]=1, predict the reactants needed to synthesize it. (3) Given the product [F:1][C:2]1[CH:3]=[CH:4][C:5]([C:8]2[CH:24]=[C:11]3[CH:12]=[C:13]([C:16]4[CH:23]=[CH:22][CH:21]=[CH:20][C:17]=4[CH:18]([OH:19])[C:25]#[CH:26])[CH:14]=[CH:15][N:10]3[N:9]=2)=[CH:6][CH:7]=1, predict the reactants needed to synthesize it. The reactants are: [F:1][C:2]1[CH:7]=[CH:6][C:5]([C:8]2[CH:24]=[C:11]3[CH:12]=[C:13]([C:16]4[CH:23]=[CH:22][CH:21]=[CH:20][C:17]=4[CH:18]=[O:19])[CH:14]=[CH:15][N:10]3[N:9]=2)=[CH:4][CH:3]=1.[C:25]([Mg]Br)#[CH:26]. (4) Given the product [Br-:15].[N:2]1([CH2:8][C:9]2[CH:14]=[CH:13][C:12]([Zn+:1])=[CH:11][CH:10]=2)[CH2:7][CH2:6][O:5][CH2:4][CH2:3]1, predict the reactants needed to synthesize it. The reactants are: [Zn:1].[N:2]1([CH2:8][C:9]2[CH:14]=[CH:13][C:12]([Br:15])=[CH:11][CH:10]=2)[CH2:7][CH2:6][O:5][CH2:4][CH2:3]1. (5) Given the product [Cl:28][C:23]1[CH:22]=[C:21]([S:18]([CH2:16][CH3:17])(=[O:20])=[O:19])[CH:26]=[CH:25][C:24]=1[O:1][C:2]1[CH:3]=[C:4]([CH2:12][C:13]([OH:15])=[O:14])[CH:5]=[C:6]([C:8]([F:9])([F:10])[F:11])[CH:7]=1, predict the reactants needed to synthesize it. The reactants are: [OH:1][C:2]1[CH:3]=[C:4]([CH2:12][C:13]([OH:15])=[O:14])[CH:5]=[C:6]([C:8]([F:11])([F:10])[F:9])[CH:7]=1.[CH2:16]([S:18]([C:21]1[CH:26]=[CH:25][C:24](F)=[C:23]([Cl:28])[CH:22]=1)(=[O:20])=[O:19])[CH3:17].